From a dataset of Full USPTO retrosynthesis dataset with 1.9M reactions from patents (1976-2016). Predict the reactants needed to synthesize the given product. (1) Given the product [CH3:20][S:21][CH:2]1[CH2:7][CH2:6][CH2:5][N:4]([C:8]2[CH:9]=[N:10][N:11]([C:13]3[CH:14]=[N:15][CH:16]=[CH:17][CH:18]=3)[CH:12]=2)[C:3]1=[O:19], predict the reactants needed to synthesize it. The reactants are: Br[CH:2]1[CH2:7][CH2:6][CH2:5][N:4]([C:8]2[CH:9]=[N:10][N:11]([C:13]3[CH:14]=[N:15][CH:16]=[CH:17][CH:18]=3)[CH:12]=2)[C:3]1=[O:19].[CH3:20][SH:21].[Na].O. (2) Given the product [CH:15]([Si:11]([CH:12]([CH3:13])[CH3:14])([CH:18]([CH3:20])[CH3:19])[N:7]1[C:8]2[C:4](=[CH:3][C:2]([N:24]3[CH2:23][CH2:22][N:21]([C:27]([O:29][C:30]([CH3:33])([CH3:32])[CH3:31])=[O:28])[CH2:26][CH2:25]3)=[CH:10][CH:9]=2)[CH:5]=[CH:6]1)([CH3:16])[CH3:17], predict the reactants needed to synthesize it. The reactants are: Br[C:2]1[CH:3]=[C:4]2[C:8](=[CH:9][CH:10]=1)[N:7]([Si:11]([CH:18]([CH3:20])[CH3:19])([CH:15]([CH3:17])[CH3:16])[CH:12]([CH3:14])[CH3:13])[CH:6]=[CH:5]2.[N:21]1([C:27]([O:29][C:30]([CH3:33])([CH3:32])[CH3:31])=[O:28])[CH2:26][CH2:25][NH:24][CH2:23][CH2:22]1.CC([O-])(C)C.[Na+].